From a dataset of Catalyst prediction with 721,799 reactions and 888 catalyst types from USPTO. Predict which catalyst facilitates the given reaction. (1) Reactant: [OH:1][C@@H:2]1[CH2:7][CH2:6][N:5](C(OC(C)(C)C)=O)[CH2:4][C@@H:3]1[CH2:15][NH:16][C:17]([O:19][CH2:20][C:21]1[CH:26]=[CH:25][CH:24]=[CH:23][CH:22]=1)=[O:18]. Product: [OH:1][C@@H:2]1[CH2:7][CH2:6][NH:5][CH2:4][C@@H:3]1[CH2:15][NH:16][C:17](=[O:18])[O:19][CH2:20][C:21]1[CH:26]=[CH:25][CH:24]=[CH:23][CH:22]=1. The catalyst class is: 137. (2) Reactant: [CH2:1]([C:3]1[C:7]([O:8][C:9]2[CH:10]=[C:11]([C:17]#[N:18])[CH:12]=[C:13]([CH:16]=2)[C:14]#[N:15])=[C:6]([CH2:19][CH2:20][O:21][C:22]2[CH:27]=[CH:26][C:25](SC)=[CH:24][CH:23]=2)[NH:5][N:4]=1)[CH3:2].O[O:31][S:32]([O-:34])=O.[K+].[CH3:36]O. Product: [CH2:1]([C:3]1[C:7]([O:8][C:9]2[CH:16]=[C:13]([C:14]#[N:15])[CH:12]=[C:11]([CH:10]=2)[C:17]#[N:18])=[C:6]([CH2:19][CH2:20][O:21][C:22]2[CH:23]=[CH:24][C:25]([S:32]([CH3:36])(=[O:34])=[O:31])=[CH:26][CH:27]=2)[NH:5][N:4]=1)[CH3:2]. The catalyst class is: 6.